This data is from Forward reaction prediction with 1.9M reactions from USPTO patents (1976-2016). The task is: Predict the product of the given reaction. (1) Given the reactants [Cl:1][C:2]1[CH:3]=[C:4]([C:6]([F:10])=[CH:7][C:8]=1[Cl:9])[NH2:5].Cl[C:12]1[C:21]2[C:16](=[CH:17][CH:18]=[C:19]([N+:22]([O-:24])=[O:23])[CH:20]=2)[N:15]=[CH:14][N:13]=1, predict the reaction product. The product is: [Cl:1][C:2]1[CH:3]=[C:4]([NH:5][C:12]2[C:21]3[C:16](=[CH:17][CH:18]=[C:19]([N+:22]([O-:24])=[O:23])[CH:20]=3)[N:15]=[CH:14][N:13]=2)[C:6]([F:10])=[CH:7][C:8]=1[Cl:9]. (2) Given the reactants [F:1][C:2]1[CH:14]=[CH:13][C:5]([CH2:6][C@@H:7]2[CH2:12][CH2:11][CH2:10][NH:9][CH2:8]2)=[CH:4][CH:3]=1.[C:15](O)(=[O:19])/[CH:16]=[CH:17]/[CH3:18].F[P-](F)(F)(F)(F)F.N1(O[P+](N2CCCC2)(N2CCCC2)N2CCCC2)C2C=CC=CC=2N=N1.C(N(CC)CC)C, predict the reaction product. The product is: [C:15]([N:9]1[CH2:10][CH2:11][CH2:12][C@@H:7]([CH2:6][C:5]2[CH:4]=[CH:3][C:2]([F:1])=[CH:14][CH:13]=2)[CH2:8]1)(=[O:19])/[CH:16]=[CH:17]/[CH3:18]. (3) Given the reactants Cl[CH2:2][C:3]([NH:5][C:6]1[CH:19]=[CH:18][C:17]2[C:16](=[O:20])[C:15]3[C:10](=[CH:11][C:12]([NH:21][C:22](=[O:25])[CH2:23]Cl)=[CH:13][CH:14]=3)[C:9](=[O:26])[C:8]=2[CH:7]=1)=[O:4].[CH3:27][NH:28][CH3:29].[N:30]1[CH:35]=CC=C[CH:31]=1, predict the reaction product. The product is: [CH3:27][N:28]([CH3:29])[CH2:2][C:3]([NH:5][C:6]1[CH:19]=[CH:18][C:17]2[C:16](=[O:20])[C:15]3[C:10](=[CH:11][C:12]([NH:21][C:22](=[O:25])[CH2:23][N:30]([CH3:35])[CH3:31])=[CH:13][CH:14]=3)[C:9](=[O:26])[C:8]=2[CH:7]=1)=[O:4]. (4) Given the reactants [CH2:1]([NH:8][CH2:9][C:10]1[CH:15]=[CH:14][N:13]=[C:12]2[N:16](S(C3C=CC(C)=CC=3)(=O)=O)[C:17]([C:19]3[C:27]4[C:22](=[CH:23][C:24]([O:30][CH3:31])=[C:25]([O:28][CH3:29])[CH:26]=4)[N:21]([CH3:32])[CH:20]=3)=[CH:18][C:11]=12)[C:2]1[CH:7]=[CH:6][CH:5]=[CH:4][CH:3]=1.[OH-].[K+], predict the reaction product. The product is: [CH2:1]([NH:8][CH2:9][C:10]1[CH:15]=[CH:14][N:13]=[C:12]2[NH:16][C:17]([C:19]3[C:27]4[C:22](=[CH:23][C:24]([O:30][CH3:31])=[C:25]([O:28][CH3:29])[CH:26]=4)[N:21]([CH3:32])[CH:20]=3)=[CH:18][C:11]=12)[C:2]1[CH:7]=[CH:6][CH:5]=[CH:4][CH:3]=1. (5) Given the reactants [Cl:1][C:2]1[N:7]=[C:6]([Cl:8])[CH:5]=[C:4](Cl)[N:3]=1.C(N(CC)CC)C.[NH2:17][C@@H:18]([CH3:21])[CH2:19][OH:20], predict the reaction product. The product is: [Cl:1][C:2]1[N:3]=[C:4]([NH:17][C@@H:18]([CH3:21])[CH2:19][OH:20])[CH:5]=[C:6]([Cl:8])[N:7]=1. (6) Given the reactants Cl[C:2]1[CH:7]=[C:6]([C:8]2[CH:13]=[N:12][C:11]([C:14]([F:17])([F:16])[F:15])=[CH:10][N:9]=2)[C:5]([F:18])=[CH:4][N:3]=1.C(Cl)(Cl)Cl.[CH3:23][N:24](C)C=O, predict the reaction product. The product is: [F:18][C:5]1[C:6]([C:8]2[CH:13]=[N:12][C:11]([C:14]([F:17])([F:16])[F:15])=[CH:10][N:9]=2)=[CH:7][C:2]([C:23]#[N:24])=[N:3][CH:4]=1. (7) Given the reactants [C:1]([C:3]1[CH:27]=[CH:26][C:6]([O:7][C:8]2[CH:9]=[C:10]([CH:14]=[C:15]([O:17][C:18]3[CH:23]=[CH:22][C:21]([C:24]#[N:25])=[CH:20][CH:19]=3)[CH:16]=2)[C:11](O)=[O:12])=[CH:5][CH:4]=1)#[N:2].[CH2:28]([O:30][C:31]([CH:33]1[CH2:38][CH2:37][CH:36]([NH2:39])[CH2:35][CH2:34]1)=[O:32])[CH3:29], predict the reaction product. The product is: [CH2:28]([O:30][C:31]([CH:33]1[CH2:38][CH2:37][CH:36]([NH:39][C:11](=[O:12])[C:10]2[CH:9]=[C:8]([O:7][C:6]3[CH:26]=[CH:27][C:3]([C:1]#[N:2])=[CH:4][CH:5]=3)[CH:16]=[C:15]([O:17][C:18]3[CH:23]=[CH:22][C:21]([C:24]#[N:25])=[CH:20][CH:19]=3)[CH:14]=2)[CH2:35][CH2:34]1)=[O:32])[CH3:29].